From a dataset of Catalyst prediction with 721,799 reactions and 888 catalyst types from USPTO. Predict which catalyst facilitates the given reaction. (1) Reactant: [CH:1]1([C@H:4]([C:10]2[CH:15]=[CH:14][C:13]([O:16][CH2:17][C:18]3[CH:19]=[C:20]([C:28]4[CH:33]=[C:32]([O:34][CH3:35])[CH:31]=[CH:30][C:29]=4[F:36])[C:21]([C:24]([CH3:27])([CH3:26])[CH3:25])=[CH:22][CH:23]=3)=[CH:12][CH:11]=2)[CH2:5][C:6]([O:8]C)=[O:7])[CH2:3][CH2:2]1.[Li+].[OH-]. Product: [CH:1]1([C@@H:4]([C:10]2[CH:15]=[CH:14][C:13]([O:16][CH2:17][C:18]3[CH:19]=[C:20]([C:28]4[CH:33]=[C:32]([O:34][CH3:35])[CH:31]=[CH:30][C:29]=4[F:36])[C:21]([C:24]([CH3:25])([CH3:26])[CH3:27])=[CH:22][CH:23]=3)=[CH:12][CH:11]=2)[CH2:5][C:6]([OH:8])=[O:7])[CH2:2][CH2:3]1. The catalyst class is: 36. (2) Reactant: [Br:1][C:2]1[S:6][C:5]([CH2:7]Br)=[N:4][C:3]=1[C:9]1[CH:16]=[CH:15][C:12]([C:13]#[N:14])=[CH:11][CH:10]=1.[F:17][C:18]1[C:26]([OH:27])=[CH:25][CH:24]=[C:23]([F:28])[C:19]=1[C:20]([NH2:22])=[O:21].C(=O)([O-])[O-].[K+].[K+]. Product: [Br:1][C:2]1[S:6][C:5]([CH2:7][O:27][C:26]2[C:18]([F:17])=[C:19]([C:23]([F:28])=[CH:24][CH:25]=2)[C:20]([NH2:22])=[O:21])=[N:4][C:3]=1[C:9]1[CH:16]=[CH:15][C:12]([C:13]#[N:14])=[CH:11][CH:10]=1. The catalyst class is: 3. (3) Reactant: C(O[C:6]([N:8]1[CH2:12][CH2:11][CH2:10][C@H:9]1[CH2:13][NH:14][CH2:15][C:16]1[S:20][C:19]2[CH:21]=[CH:22][CH:23]=[CH:24][C:18]=2[CH:17]=1)=O)(C)(C)C.C(N(CC)CC)C.[CH3:32][O:33][C:34]1[C:39]2[O:40][C:41]([CH3:44])([CH3:43])[O:42][C:38]=2[CH:37]=[C:36]([C:45](Cl)=[O:46])[CH:35]=1.[C:48]1(=O)[CH2:51]C[CH2:49]1.C(O[BH-](OC(=O)C)OC(=O)C)(=O)C.[Na+]. Product: [S:20]1[C:16]([CH2:15][N:14]([CH2:13][C@@H:9]2[CH2:10][CH2:11][CH2:12][N:8]2[CH:6]2[CH2:51][CH2:48][CH2:49]2)[C:45]([C:36]2[CH:35]=[C:34]([O:33][CH3:32])[C:39]3[O:40][C:41]([CH3:44])([CH3:43])[O:42][C:38]=3[CH:37]=2)=[O:46])=[CH:17][C:18]2[CH:24]=[CH:23][CH:22]=[CH:21][C:19]1=2. The catalyst class is: 4. (4) Reactant: Br[C:2]1[CH:8]=[CH:7][C:5]([NH2:6])=[CH:4][C:3]=1[Cl:9].[Cl:10][C:11]1[CH:16]=[CH:15][C:14](B(O)O)=[CH:13][CH:12]=1.C([O-])([O-])=O.[Na+].[Na+]. Product: [Cl:9][C:3]1[CH:4]=[C:5]([NH2:6])[CH:7]=[CH:8][C:2]=1[C:14]1[CH:15]=[CH:16][C:11]([Cl:10])=[CH:12][CH:13]=1. The catalyst class is: 800. (5) Reactant: [OH:1][C:2]1[C:10]([CH:11]=[O:12])=[C:9]2[C:5]([CH:6]=[N:7][NH:8]2)=[CH:4][CH:3]=1.Cl[CH2:14][C:15]1[CH2:20][CH2:19][O:18][CH2:17][C:16]=1[C:21]1[N:25]([CH:26]([CH3:28])[CH3:27])[N:24]=[CH:23][CH:22]=1.C(=O)([O-])[O-].[K+].[K+]. Product: [CH:26]([N:25]1[C:21]([C:16]2[CH2:17][O:18][CH2:19][CH2:20][C:15]=2[CH2:14][O:1][C:2]2[C:10]([CH:11]=[O:12])=[C:9]3[C:5]([CH:6]=[N:7][NH:8]3)=[CH:4][CH:3]=2)=[CH:22][CH:23]=[N:24]1)([CH3:28])[CH3:27]. The catalyst class is: 3. (6) Reactant: C(OC([N:8]1[CH2:13][CH2:12][CH:11]([NH:14][C:15]2[S:16][C:17]([C:20]#[N:21])=[N:18][N:19]=2)[CH2:10][CH2:9]1)=O)(C)(C)C.FC(F)(F)C(O)=O. Product: [NH:8]1[CH2:9][CH2:10][CH:11]([NH:14][C:15]2[S:16][C:17]([C:20]#[N:21])=[N:18][N:19]=2)[CH2:12][CH2:13]1. The catalyst class is: 4.